This data is from NCI-60 drug combinations with 297,098 pairs across 59 cell lines. The task is: Regression. Given two drug SMILES strings and cell line genomic features, predict the synergy score measuring deviation from expected non-interaction effect. (1) Drug 1: CC12CCC(CC1=CCC3C2CCC4(C3CC=C4C5=CN=CC=C5)C)O. Drug 2: C1=NNC2=C1C(=O)NC=N2. Cell line: SF-268. Synergy scores: CSS=-2.06, Synergy_ZIP=0.835, Synergy_Bliss=0.360, Synergy_Loewe=-6.78, Synergy_HSA=-3.88. (2) Drug 1: C1CN1C2=NC(=NC(=N2)N3CC3)N4CC4. Drug 2: CCC1=CC2CC(C3=C(CN(C2)C1)C4=CC=CC=C4N3)(C5=C(C=C6C(=C5)C78CCN9C7C(C=CC9)(C(C(C8N6C)(C(=O)OC)O)OC(=O)C)CC)OC)C(=O)OC.C(C(C(=O)O)O)(C(=O)O)O. Cell line: TK-10. Synergy scores: CSS=34.8, Synergy_ZIP=-4.52, Synergy_Bliss=-6.39, Synergy_Loewe=-0.0362, Synergy_HSA=0.585.